Dataset: Catalyst prediction with 721,799 reactions and 888 catalyst types from USPTO. Task: Predict which catalyst facilitates the given reaction. (1) Reactant: C([O:3][C:4](=[O:25])[CH2:5][CH:6]([N:13]1[C:17]2[CH:18]=[CH:19][C:20]([C:22]([OH:24])=[O:23])=[CH:21][C:16]=2[N:15]=[CH:14]1)[C:7]1[CH:12]=[CH:11][CH:10]=[CH:9][CH:8]=1)C.C(#N)C. Product: [C:4]([CH2:5][CH:6]([N:13]1[C:17]2[CH:18]=[CH:19][C:20]([C:22]([OH:24])=[O:23])=[CH:21][C:16]=2[N:15]=[CH:14]1)[C:7]1[CH:8]=[CH:9][CH:10]=[CH:11][CH:12]=1)([OH:25])=[O:3]. The catalyst class is: 33. (2) Reactant: C1(O[C:8]([N:12]2[CH2:17][CH2:16][CH:15]([N:18]3[C:22]4[CH:23]=[CH:24][CH:25]=[CH:26][C:21]=4[NH:20][C:19]3=[O:27])[CH2:14][CH2:13]2)=[N:9][C:10]#[N:11])C=CC=CC=1.[CH2:28]([NH2:30])[CH3:29]. Product: [C:10]([NH:9][C:8]([N:12]1[CH2:13][CH2:14][CH:15]([N:18]2[C:22]3[CH:23]=[CH:24][CH:25]=[CH:26][C:21]=3[NH:20][C:19]2=[O:27])[CH2:16][CH2:17]1)=[N:30][CH2:28][CH3:29])#[N:11]. The catalyst class is: 7. (3) Reactant: [H-].[Na+].[CH2:3]([O:10][CH2:11][C@H:12]([OH:14])[CH3:13])[C:4]1[CH:9]=[CH:8][CH:7]=[CH:6][CH:5]=1.CS(O[CH:20]([CH3:23])[C:21]#[CH:22])(=O)=O. Product: [CH3:22][CH:21]([O:14][C@H:12]([CH3:13])[CH2:11][O:10][CH2:3][C:4]1[CH:9]=[CH:8][CH:7]=[CH:6][CH:5]=1)[C:20]#[CH:23]. The catalyst class is: 7. (4) Reactant: [C:1](P(C(C)(C)C)C1C=CC=CC=1C1C=CC=CC=1)([CH3:4])(C)[CH3:2].[O-:22]P([O-])([O-])=O.[K+].[K+].[K+].Cl[C:31]1[CH:36]=[CH:35][C:34]([F:37])=[CH:33][CH:32]=1.[O:38]1[CH2:43][CH2:42]OCC1. Product: [F:37][C:34]1[CH:35]=[CH:36][C:31]([CH:42]2[C:43](=[O:38])[CH2:4][CH2:1][C:2]2=[O:22])=[CH:32][CH:33]=1. The catalyst class is: 318. (5) Reactant: [C:1]([O:5][C:6](=[O:17])[NH:7][C@H:8]([CH:11]([OH:16])[C:12](=[NH:15])[NH:13][OH:14])[CH2:9][CH3:10])([CH3:4])([CH3:3])[CH3:2].[S:18]1[CH:22]=[CH:21][CH:20]=[C:19]1C(Cl)=O.[CH2:26](N(CC)CC)C. Product: [C:1]([O:5][C:6](=[O:17])[NH:7][C@H:8]([CH:11]([OH:16])[C:12]1[N:15]=[C:26]([C:20]2[CH:21]=[CH:22][S:18][CH:19]=2)[O:14][N:13]=1)[CH2:9][CH3:10])([CH3:2])([CH3:3])[CH3:4]. The catalyst class is: 12. (6) Reactant: [ClH:1].[CH:2]1([C:5](=[O:35])[CH:6]([N:14]2[CH2:19][CH2:18][CH:17]([SH:20])/[C:16](=[CH:21]/[C:22]3[N:26]([CH2:27][CH2:28][CH2:29][C:30]([O:32]CC)=[O:31])[N:25]=[N:24][N:23]=3)/[CH2:15]2)[C:7]2[CH:12]=[CH:11][CH:10]=[CH:9][C:8]=2[F:13])[CH2:4][CH2:3]1.C(#N)C. Product: [ClH:1].[C:30]([CH2:29][CH2:28][CH2:27][N:26]1[C:22](/[CH:21]=[C:16]2\[CH2:15][N:14]([CH:6]([C:7]3[CH:12]=[CH:11][CH:10]=[CH:9][C:8]=3[F:13])[C:5]([CH:2]3[CH2:4][CH2:3]3)=[O:35])[CH2:19][CH2:18][CH:17]\2[SH:20])=[N:23][N:24]=[N:25]1)([OH:32])=[O:31]. The catalyst class is: 33. (7) Reactant: Cl.[CH3:2][NH:3][O:4][CH3:5].N1C=CC=CC=1.[F:19][C:18]([F:21])([F:20])[C:17](O[C:17](=[O:22])[C:18]([F:21])([F:20])[F:19])=[O:22]. Product: [F:21][C:18]([F:19])([F:20])[C:17]([N:3]([O:4][CH3:5])[CH3:2])=[O:22]. The catalyst class is: 2. (8) Reactant: [Br:1][C:2]1[CH:3]=[C:4]([C:10]([N:12]2[CH2:17][CH2:16][O:15][C:14]3[CH:18]=[CH:19][N:20]=[CH:21][C:13]2=3)=[O:11])[CH:5]=[C:6]([Br:9])[C:7]=1[OH:8].[S:22](=[O:26])(=[O:25])([OH:24])[OH:23]. Product: [S:22](=[O:24])(=[O:23])([OH:26])[OH:25].[Br:1][C:2]1[CH:3]=[C:4]([C:10]([N:12]2[CH2:17][CH2:16][O:15][C:14]3[CH:18]=[CH:19][N:20]=[CH:21][C:13]2=3)=[O:11])[CH:5]=[C:6]([Br:9])[C:7]=1[OH:8]. The catalyst class is: 7.